From a dataset of Full USPTO retrosynthesis dataset with 1.9M reactions from patents (1976-2016). Predict the reactants needed to synthesize the given product. (1) The reactants are: [Si]([O:8][C:9]1[CH:14]=[CH:13][C:12]2[O:15][C:16](=O)[C:17]3[C:26]([C:11]=2[C:10]=1[O:31][CH3:32])=[CH:25][CH:24]=[C:23]1[C:18]=3[C:19]([CH3:29])=[CH:20][C:21]([CH3:28])([CH3:27])[NH:22]1)(C(C)(C)C)(C)C.N1([C:38]([C:40]2[CH:45]=[CH:44][C:43]([CH3:46])=[CH:42][CH:41]=2)=[O:39])CCCC1. Given the product [OH:39][CH2:38][C:40]1[CH:45]=[CH:44][C:43](/[CH:46]=[C:16]2\[O:15][C:12]3[CH:13]=[CH:14][C:9]([OH:8])=[C:10]([O:31][CH3:32])[C:11]=3[C:26]3[C:17]\2=[C:18]2[C:23](=[CH:24][CH:25]=3)[NH:22][C:21]([CH3:27])([CH3:28])[CH:20]=[C:19]2[CH3:29])=[CH:42][CH:41]=1, predict the reactants needed to synthesize it. (2) Given the product [CH3:17][O:8][C:7](=[O:9])[C:6]1[CH:10]=[CH:11][C:3]([CH2:2][Br:1])=[C:4]([N+:12]([O-:14])=[O:13])[CH:5]=1, predict the reactants needed to synthesize it. The reactants are: [Br:1][CH2:2][C:3]1[CH:11]=[CH:10][C:6]([C:7]([OH:9])=[O:8])=[CH:5][C:4]=1[N+:12]([O-:14])=[O:13].CO.[CH2:17]1CCC(N=C=NC2CCCCC2)CC1. (3) Given the product [F:9][CH:8]([F:10])[C:4]1[CH:3]=[C:2]([C:16](=[O:18])[CH3:17])[CH:7]=[CH:6][CH:5]=1, predict the reactants needed to synthesize it. The reactants are: Br[C:2]1[CH:7]=[CH:6][CH:5]=[C:4]([CH:8]([F:10])[F:9])[CH:3]=1.C([Sn](CCCC)(CCCC)[C:16]([O:18]CC)=[CH2:17])CCC.Cl. (4) Given the product [Br:14][C:15]1[CH:20]=[CH:19][C:18]([S:21][C:10]2[C:9]3[C:8](=[O:11])[CH2:7][C:6]([CH3:13])([CH3:12])[CH2:5][C:4]=3[NH:3][C:2]=2[CH3:1])=[CH:17][CH:16]=1, predict the reactants needed to synthesize it. The reactants are: [CH3:1][C:2]1[NH:3][C:4]2[CH2:5][C:6]([CH3:13])([CH3:12])[CH2:7][C:8](=[O:11])[C:9]=2[CH:10]=1.[Br:14][C:15]1[CH:20]=[CH:19][C:18]([SH:21])=[CH:17][CH:16]=1.II. (5) The reactants are: O=S(Cl)[Cl:3].Cl.[NH2:6][CH2:7][CH2:8][O:9][C:10]1[CH:18]=[CH:17][C:16]([Cl:19])=[CH:15][C:11]=1[C:12]([OH:14])=[O:13].[CH3:20]O. Given the product [ClH:3].[NH2:6][CH2:7][CH2:8][O:9][C:10]1[CH:18]=[CH:17][C:16]([Cl:19])=[CH:15][C:11]=1[C:12]([O:14][CH3:20])=[O:13], predict the reactants needed to synthesize it. (6) Given the product [F:37][C:19]([F:18])([F:36])[C:20]([NH:22][CH2:23][C:24]1[CH:29]=[CH:28][CH:27]=[C:26]([CH:30]2[CH2:35][CH2:34][N:33]([C:6](=[O:8])[C:5]3[CH:9]=[CH:10][CH:11]=[C:3]([Si:2]([OH:1])([CH:15]([CH3:17])[CH3:16])[CH:12]([CH3:14])[CH3:13])[CH:4]=3)[CH2:32][CH2:31]2)[CH:25]=1)=[O:21], predict the reactants needed to synthesize it. The reactants are: [OH:1][Si:2]([CH:15]([CH3:17])[CH3:16])([CH:12]([CH3:14])[CH3:13])[C:3]1[CH:4]=[C:5]([CH:9]=[CH:10][CH:11]=1)[C:6]([OH:8])=O.[F:18][C:19]([F:37])([F:36])[C:20]([NH:22][CH2:23][C:24]1[CH:29]=[CH:28][CH:27]=[C:26]([CH:30]2[CH2:35][CH2:34][NH:33][CH2:32][CH2:31]2)[CH:25]=1)=[O:21].C(Cl)CCl.C1C=CC2N(O)N=NC=2C=1. (7) Given the product [CH3:1][O:2][C:3]1[CH:4]=[C:5]([C@@:11]23[CH2:13][CH2:12][C:32](=[O:33])[CH2:30][C@@H:37]2[N:36]([CH3:35])[CH2:38][CH2:14]3)[CH:6]=[CH:7][C:8]=1[O:9][CH3:10], predict the reactants needed to synthesize it. The reactants are: [CH3:1][O:2][C:3]1[CH:4]=[C:5]([C:11]2([CH:14]=O)[CH2:13][CH2:12]2)[CH:6]=[CH:7][C:8]=1[O:9][CH3:10].S([O-])([O-])(=O)=O.[Na+].[Na+].[I-].[Na+].C[Si](Cl)(C)C.[CH:30]([C:32](C)=[O:33])=C.[CH3:35][N:36]([CH:38]=O)[CH3:37]. (8) Given the product [NH2:7][CH2:8][CH2:9][CH2:10][NH:11][C:6]1[C:5]2[N:4]=[CH:3][CH:2]=[N:1][C:13]=2[C:12](=[O:14])[NH:17][N:16]=1, predict the reactants needed to synthesize it. The reactants are: [N:1]1[C:13]2[C:12](=[O:14])[N:11]3[C:6](=[N:7][CH2:8][CH2:9][CH2:10]3)[C:5]=2[N:4]=[CH:3][CH:2]=1.O.[NH2:16][NH2:17].